This data is from Catalyst prediction with 721,799 reactions and 888 catalyst types from USPTO. The task is: Predict which catalyst facilitates the given reaction. Reactant: [CH:1]1([N:7]2[C:12](=[O:13])[CH2:11][C:10](=[O:14])[N:9]([CH2:15][CH2:16][CH:17]3[CH2:19][CH2:18]3)[C:8]2=[O:20])[CH2:6][CH2:5][CH2:4][CH2:3][CH2:2]1.C(Cl)(=O)CC(Cl)=O.C1([NH:34][C:35](NCCC2CC2)=[O:36])CCCCC1.CCCCCC.[C:49]([O:52]CC)(=[O:51])[CH3:50].CCCCCC. Product: [CH:1]1([N:7]2[C:12]([OH:13])=[C:11]([C:35]([NH:34][CH2:50][C:49]([OH:52])=[O:51])=[O:36])[C:10](=[O:14])[N:9]([CH2:15][CH2:16][CH:17]3[CH2:18][CH2:19]3)[C:8]2=[O:20])[CH2:2][CH2:3][CH2:4][CH2:5][CH2:6]1. The catalyst class is: 4.